From a dataset of NCI-60 drug combinations with 297,098 pairs across 59 cell lines. Regression. Given two drug SMILES strings and cell line genomic features, predict the synergy score measuring deviation from expected non-interaction effect. (1) Drug 1: CCCS(=O)(=O)NC1=C(C(=C(C=C1)F)C(=O)C2=CNC3=C2C=C(C=N3)C4=CC=C(C=C4)Cl)F. Drug 2: COC1=C2C(=CC3=C1OC=C3)C=CC(=O)O2. Cell line: NCIH23. Synergy scores: CSS=-0.501, Synergy_ZIP=1.93, Synergy_Bliss=1.33, Synergy_Loewe=-2.04, Synergy_HSA=-2.42. (2) Cell line: A498. Drug 2: CS(=O)(=O)OCCCCOS(=O)(=O)C. Drug 1: COC1=CC(=CC(=C1O)OC)C2C3C(COC3=O)C(C4=CC5=C(C=C24)OCO5)OC6C(C(C7C(O6)COC(O7)C8=CC=CS8)O)O. Synergy scores: CSS=31.9, Synergy_ZIP=3.86, Synergy_Bliss=4.25, Synergy_Loewe=-7.82, Synergy_HSA=5.38. (3) Drug 1: CC1CCC2CC(C(=CC=CC=CC(CC(C(=O)C(C(C(=CC(C(=O)CC(OC(=O)C3CCCCN3C(=O)C(=O)C1(O2)O)C(C)CC4CCC(C(C4)OC)OCCO)C)C)O)OC)C)C)C)OC. Drug 2: CN(CCCl)CCCl.Cl. Cell line: MOLT-4. Synergy scores: CSS=57.8, Synergy_ZIP=-4.36, Synergy_Bliss=-1.49, Synergy_Loewe=-5.47, Synergy_HSA=0.243.